Dataset: Forward reaction prediction with 1.9M reactions from USPTO patents (1976-2016). Task: Predict the product of the given reaction. (1) Given the reactants C1COCC1.C[O:7][C:8](=O)[C:9]1[CH:18]=[C:17]([O:19][Si:20]([CH:27]([CH3:29])[CH3:28])([CH:24]([CH3:26])[CH3:25])[CH:21]([CH3:23])[CH3:22])[CH:16]=[C:11]([C:12](OC)=[O:13])[CH:10]=1.[H-].[Al+3].[Li+].[H-].[H-].[H-].[OH-].[Na+], predict the reaction product. The product is: [OH:13][CH2:12][C:11]1[CH:10]=[C:9]([CH2:8][OH:7])[CH:18]=[C:17]([O:19][Si:20]([CH:27]([CH3:29])[CH3:28])([CH:24]([CH3:25])[CH3:26])[CH:21]([CH3:23])[CH3:22])[CH:16]=1. (2) The product is: [Br:1][C:2]1[CH:3]=[N:4][C:5]2[N:6]([N:8]=[C:9]([C:11]([N:26]3[CH2:25][CH2:24][C:23]4[C:28](=[CH:29][CH:30]=[C:21]([C:20]5[C:15]([F:14])=[N:16][CH:17]=[CH:18][CH:19]=5)[CH:22]=4)[CH:27]3[CH3:31])=[O:13])[CH:10]=2)[CH:7]=1. Given the reactants [Br:1][C:2]1[CH:3]=[N:4][C:5]2[N:6]([N:8]=[C:9]([C:11]([OH:13])=O)[CH:10]=2)[CH:7]=1.[F:14][C:15]1[C:20]([C:21]2[CH:22]=[C:23]3[C:28](=[CH:29][CH:30]=2)[CH:27]([CH3:31])[NH:26][CH2:25][CH2:24]3)=[CH:19][CH:18]=[CH:17][N:16]=1, predict the reaction product. (3) Given the reactants [Cl:1][C:2]1[N:7]=[CH:6][C:5]([O:8][C:9]2[CH:16]=[CH:15][CH:14]=[CH:13][C:10]=2[CH:11]=[O:12])=[CH:4][CH:3]=1.[BH4-].[Na+], predict the reaction product. The product is: [Cl:1][C:2]1[N:7]=[CH:6][C:5]([O:8][C:9]2[CH:16]=[CH:15][CH:14]=[CH:13][C:10]=2[CH2:11][OH:12])=[CH:4][CH:3]=1. (4) Given the reactants [Cl:1][C:2]1[CH:7]=[CH:6][C:5]([CH2:8][C:9]([OH:11])=O)=[CH:4][CH:3]=1.S(Cl)(Cl)=O.[CH3:16][O:17][C:18]1[CH:19]=[C:20]([CH2:26][CH2:27][NH2:28])[CH:21]=[CH:22][C:23]=1[O:24][CH3:25].C(N(CC)CC)C, predict the reaction product. The product is: [CH3:16][O:17][C:18]1[CH:19]=[C:20]([CH2:26][CH2:27][NH:28][C:9](=[O:11])[CH2:8][C:5]2[CH:4]=[CH:3][C:2]([Cl:1])=[CH:7][CH:6]=2)[CH:21]=[CH:22][C:23]=1[O:24][CH3:25]. (5) Given the reactants [N:1]1[CH:6]=[CH:5][C:4]([C:7]2[S:11][C:10]([C:12]([OH:14])=O)=[CH:9][CH:8]=2)=[CH:3][CH:2]=1.[N:15]1[CH:20]=[CH:19][CH:18]=[C:17]([CH2:21][NH2:22])[CH:16]=1, predict the reaction product. The product is: [N:1]1[CH:2]=[CH:3][C:4]([C:7]2[S:11][C:10]([C:12]([NH:22][CH2:21][C:17]3[CH:16]=[N:15][CH:20]=[CH:19][CH:18]=3)=[O:14])=[CH:9][CH:8]=2)=[CH:5][CH:6]=1. (6) Given the reactants [C:1]1([O:7][C:8](=[O:33])[N:9]([C:19]2[CH:24]=[C:23]([O:25][C:26]3[CH:31]=[CH:30][C:29]([NH2:32])=[CH:28][CH:27]=3)[CH:22]=[CH:21][N:20]=2)[C:10]([O:12][C:13]2[CH:18]=[CH:17][CH:16]=[CH:15][CH:14]=2)=[O:11])[CH:6]=[CH:5][CH:4]=[CH:3][CH:2]=1.[F:34][C:35]1[CH:40]=[CH:39][C:38]([NH:41][C:42]([C:44]2([C:47](O)=[O:48])[CH2:46][CH2:45]2)=[O:43])=[CH:37][CH:36]=1.C(N(CC)CC)C.F[P-](F)(F)(F)(F)F.N1(O[P+](N(C)C)(N(C)C)N(C)C)C2C=CC=CC=2N=N1, predict the reaction product. The product is: [C:1]1([O:7][C:8](=[O:33])[N:9]([C:19]2[CH:24]=[C:23]([O:25][C:26]3[CH:27]=[CH:28][C:29]([NH:32][C:47]([C:44]4([C:42](=[O:43])[NH:41][C:38]5[CH:37]=[CH:36][C:35]([F:34])=[CH:40][CH:39]=5)[CH2:45][CH2:46]4)=[O:48])=[CH:30][CH:31]=3)[CH:22]=[CH:21][N:20]=2)[C:10]([O:12][C:13]2[CH:14]=[CH:15][CH:16]=[CH:17][CH:18]=2)=[O:11])[CH:6]=[CH:5][CH:4]=[CH:3][CH:2]=1. (7) Given the reactants [Cl:1][C:2]1[C:3]([Cl:11])=[N:4][CH:5]=[C:6]([CH:10]=1)[C:7](O)=[O:8].CSC.B.C1COCC1, predict the reaction product. The product is: [Cl:1][C:2]1[CH:10]=[C:6]([CH2:7][OH:8])[CH:5]=[N:4][C:3]=1[Cl:11]. (8) Given the reactants O[C:2]1C(C)=CC(C(NO)=N)=C[C:3]=1OC.CC[N:17]([CH:21]([CH3:23])[CH3:22])[CH:18]([CH3:20])[CH3:19].[CH2:24]1CN([P+](ON2N=NC3C=CC=CC2=3)(N2CCCC2)N2CCCC2)CC1.F[P-](F)(F)(F)(F)F.[C:57]([O:61][C:62](=[O:78])[CH2:63][CH2:64][C:65]1[C:70]([CH3:71])=[CH:69][C:68]([C:72](=[NH:75])[NH:73][OH:74])=[CH:67][C:66]=1[CH2:76][CH3:77])([CH3:60])([CH3:59])[CH3:58], predict the reaction product. The product is: [C:57]([O:61][C:62](=[O:78])[CH2:63][CH2:64][C:65]1[C:70]([CH3:71])=[CH:69][C:68]([C:72]2[N:75]=[C:2]([C:3]3[CH:20]=[C:18]([CH3:19])[N:17]=[C:21]([CH2:22][CH3:24])[CH:23]=3)[O:74][N:73]=2)=[CH:67][C:66]=1[CH2:76][CH3:77])([CH3:60])([CH3:59])[CH3:58].